From a dataset of Catalyst prediction with 721,799 reactions and 888 catalyst types from USPTO. Predict which catalyst facilitates the given reaction. Reactant: [F:1][C:2]1[CH:3]=[C:4]([C:10]2[C:11]([NH2:22])=[CH:12][C:13]([N:16]3[CH2:21][CH2:20][O:19][CH2:18][CH2:17]3)=[N:14][CH:15]=2)[CH:5]=[CH:6][C:7]=1[O:8][CH3:9].Cl[C:24]1[C:33]2[C:28](=[CH:29][C:30]([F:35])=[CH:31][C:32]=2[F:34])[N:27]=[C:26]([C:36]2[CH:41]=[CH:40][CH:39]=[CH:38][N:37]=2)[C:25]=1[CH3:42].C1(P(C2CCCCC2)C2(CCC)CC(CCC)=CC(CCC)=C2C2C=CC=CC=2)CCCCC1.CC(C1C=C(C(C)C)C(C2C=CC=CC=2P(C2CCCCC2)C2CCCCC2)=C(C(C)C)C=1)C.CC(C)([O-])C.[Na+]. Product: [F:34][C:32]1[CH:31]=[C:30]([F:35])[CH:29]=[C:28]2[C:33]=1[C:24]([NH:22][C:11]1[C:10]([C:4]3[CH:5]=[CH:6][C:7]([O:8][CH3:9])=[C:2]([F:1])[CH:3]=3)=[CH:15][N:14]=[C:13]([N:16]3[CH2:21][CH2:20][O:19][CH2:18][CH2:17]3)[CH:12]=1)=[C:25]([CH3:42])[C:26]([C:36]1[CH:41]=[CH:40][CH:39]=[CH:38][N:37]=1)=[N:27]2. The catalyst class is: 491.